This data is from Forward reaction prediction with 1.9M reactions from USPTO patents (1976-2016). The task is: Predict the product of the given reaction. (1) Given the reactants [C:1]([O:5][C:6]([NH:8][C@@H:9]1[C:19]2[C:14](=[N:15][CH:16]=[CH:17][N:18]=2)[C:13]([CH2:20][C:21](O)=[O:22])=[CH:12][CH2:11][C@H:10]1[C:24]1[CH:29]=[CH:28][CH:27]=[C:26]([F:30])[C:25]=1[F:31])=[O:7])([CH3:4])([CH3:3])[CH3:2].[NH:32]1[CH2:37][CH2:36][CH:35]([N:38]2[C:46]3[C:41](=[N:42][CH:43]=[CH:44][CH:45]=3)[NH:40][C:39]2=[O:47])[CH2:34][CH2:33]1.Cl.CCN(C(C)C)C(C)C.C(OP(ON1C(=O)C2C=CC=CC=2N=N1)(OCC)=O)C, predict the reaction product. The product is: [F:31][C:25]1[C:26]([F:30])=[CH:27][CH:28]=[CH:29][C:24]=1[C@@H:10]1[CH2:11][CH:12]=[C:13]([CH2:20][C:21](=[O:22])[N:32]2[CH2:33][CH2:34][CH:35]([N:38]3[C:46]4[C:41](=[N:42][CH:43]=[CH:44][CH:45]=4)[NH:40][C:39]3=[O:47])[CH2:36][CH2:37]2)[C:14]2=[N:15][CH:16]=[CH:17][N:18]=[C:19]2[C@H:9]1[NH:8][C:6](=[O:7])[O:5][C:1]([CH3:3])([CH3:4])[CH3:2]. (2) Given the reactants [CH2:1]([NH:3][C:4]([NH:6][C:7]1[S:8][C:9]2[C:15](/[C:16](/[CH3:20])=[N:17]/[O:18][CH3:19])=[CH:14][C:13]([O:21][S:22]([C:25]([F:28])([F:27])[F:26])(=[O:24])=[O:23])=[CH:12][C:10]=2[N:11]=1)=[O:5])[CH3:2].C(C1(C(OCC)=O)CCN(C2N=CC(C3C=C(/C(/C)=N/OC)C4SC(NC(=O)NCC)=NC=4C=3)=CN=2)CC1)C.B1(B2OCC(C)(C)CO2)OCC(C)(C)CO1.C([O-])(=O)C.[K+].B([O-])[O-].C(OC(C1(CC)CCN(C2N=CC(Br)=CN=2)CC1)=O)C.C(=O)([O-])[O-].[Cs+].[Cs+], predict the reaction product. The product is: [CH2:1]([NH:3][C:4]([NH:6][C:7]1[S:8][C:9]2[C:15](/[C:16](/[CH3:20])=[N:17]/[O:18][CH3:19])=[CH:14][C:13]([O:21][S:22]([C:25]([F:26])([F:27])[F:28])(=[O:23])=[O:24])=[CH:12][C:10]=2[N:11]=1)=[O:5])[CH3:2]. (3) Given the reactants S(Cl)([Cl:3])=O.[Br:5][C:6]1[CH:7]=[N:8][C:9]([C:12]([OH:14])=O)=[N:10][CH:11]=1, predict the reaction product. The product is: [Br:5][C:6]1[CH:7]=[N:8][C:9]([C:12]([Cl:3])=[O:14])=[N:10][CH:11]=1. (4) Given the reactants [H-].[Na+].[CH3:3][C:4]1[CH:5]=[C:6]([CH:20]=[CH:21][CH:22]=1)[C:7]([CH:9]1[C:18](=[O:19])[C:17]2[C:12](=[CH:13][CH:14]=[CH:15][CH:16]=2)[NH:11][CH2:10]1)=[O:8].[CH3:23][C:24]1[CH:25]=[C:26]([CH:29]=[CH:30][CH:31]=1)[CH2:27]Br, predict the reaction product. The product is: [CH3:3][C:4]1[CH:5]=[C:6]([CH:20]=[CH:21][CH:22]=1)[C:7]([C:9]1[C:18](=[O:19])[C:17]2[C:12](=[CH:13][CH:14]=[CH:15][CH:16]=2)[N:11]([CH2:23][C:24]2[CH:31]=[CH:30][CH:29]=[C:26]([CH3:27])[CH:25]=2)[CH:10]=1)=[O:8]. (5) The product is: [CH3:19][O:18][CH2:17][O:16][C:11]1[CH:10]=[C:9]([OH:8])[CH:14]=[CH:13][C:12]=1[CH3:15]. Given the reactants C([O:8][C:9]1[CH:14]=[CH:13][C:12]([CH3:15])=[C:11]([O:16][CH2:17][O:18][CH3:19])[CH:10]=1)C1C=CC=CC=1, predict the reaction product. (6) Given the reactants [F:1][C:2]1([F:18])[CH2:7][O:6][C:5]([NH2:8])=[N:4][C@:3]1([CH2:16][F:17])[C:9]1[CH:14]=[CH:13][CH:12]=[CH:11][C:10]=1[F:15].S(=O)(=O)(O)O.[N+:24]([O-])([OH:26])=[O:25].[OH-].[Na+], predict the reaction product. The product is: [F:18][C:2]1([F:1])[CH2:7][O:6][C:5]([NH2:8])=[N:4][C@:3]1([CH2:16][F:17])[C:9]1[CH:14]=[C:13]([N+:24]([O-:26])=[O:25])[CH:12]=[CH:11][C:10]=1[F:15]. (7) Given the reactants [CH2:1]([O:19][C@H:20]1[C@H:24]([O:25][CH2:26][CH2:27][CH2:28][CH2:29][CH2:30][CH2:31][CH2:32][CH2:33]/[CH:34]=[CH:35]\[CH2:36]/[CH:37]=[CH:38]\[CH2:39][CH2:40][CH2:41][CH2:42][CH3:43])[CH2:23][NH:22][CH2:21]1)[CH2:2][CH2:3][CH2:4][CH2:5][CH2:6][CH2:7][CH2:8]/[CH:9]=[CH:10]\[CH2:11]/[CH:12]=[CH:13]\[CH2:14][CH2:15][CH2:16][CH2:17][CH3:18].[C:44]([O:48][C:49]([NH:51][CH2:52][C:53](O)=[O:54])=[O:50])([CH3:47])([CH3:46])[CH3:45].C(N(C(C)C)CC)(C)C.CN(C(ON1N=NC2C=CC=NC1=2)=[N+](C)C)C.F[P-](F)(F)(F)(F)F, predict the reaction product. The product is: [CH2:1]([O:19][C@H:20]1[C@H:24]([O:25][CH2:26][CH2:27][CH2:28][CH2:29][CH2:30][CH2:31][CH2:32][CH2:33]/[CH:34]=[CH:35]\[CH2:36]/[CH:37]=[CH:38]\[CH2:39][CH2:40][CH2:41][CH2:42][CH3:43])[CH2:23][N:22]([C:53](=[O:54])[CH2:52][NH:51][C:49](=[O:50])[O:48][C:44]([CH3:45])([CH3:46])[CH3:47])[CH2:21]1)[CH2:2][CH2:3][CH2:4][CH2:5][CH2:6][CH2:7][CH2:8]/[CH:9]=[CH:10]\[CH2:11]/[CH:12]=[CH:13]\[CH2:14][CH2:15][CH2:16][CH2:17][CH3:18]. (8) Given the reactants C([O:5][C:6](=[O:25])[NH:7][CH:8]([C:11]1[C:16]([F:17])=[C:15]([Cl:18])[CH:14]=[C:13]([C:19](=[O:21])[CH3:20])[C:12]=1[O:22][CH2:23][CH3:24])[CH2:9]O)(C)(C)C.C(Cl)(Cl)=O, predict the reaction product. The product is: [C:19]([C:13]1[C:12]([O:22][CH2:23][CH3:24])=[C:11]([CH:8]2[CH2:9][O:25][C:6](=[O:5])[NH:7]2)[C:16]([F:17])=[C:15]([Cl:18])[CH:14]=1)(=[O:21])[CH3:20]. (9) Given the reactants Cl.[F:2][C:3]1[CH:8]=[CH:7][CH:6]=[CH:5][C:4]=1[NH:9][NH2:10].C(N(CC)CC)C.[C:18]([NH:20][C:21](=[N:29][C:30]1[CH:35]=[C:34]([O:36][CH3:37])[C:33]([O:38][CH2:39][CH2:40][CH2:41][N:42]([CH2:45][CH3:46])[CH2:43][CH3:44])=[C:32]([O:47][CH3:48])[CH:31]=1)OC1C=CC=CC=1)#[N:19].FC(F)(F)C(O)=O.C(N(CC)CC)C, predict the reaction product. The product is: [CH2:45]([N:42]([CH2:43][CH3:44])[CH2:41][CH2:40][CH2:39][O:38][C:33]1[C:32]([O:47][CH3:48])=[CH:31][C:30]([NH:29][C:21]2[N:20]=[C:18]([NH2:19])[N:9]([C:4]3[CH:5]=[CH:6][CH:7]=[CH:8][C:3]=3[F:2])[N:10]=2)=[CH:35][C:34]=1[O:36][CH3:37])[CH3:46].